Task: Regression. Given two drug SMILES strings and cell line genomic features, predict the synergy score measuring deviation from expected non-interaction effect.. Dataset: NCI-60 drug combinations with 297,098 pairs across 59 cell lines (1) Drug 1: CC1=C(C=C(C=C1)NC2=NC=CC(=N2)N(C)C3=CC4=NN(C(=C4C=C3)C)C)S(=O)(=O)N.Cl. Drug 2: C1=CN(C(=O)N=C1N)C2C(C(C(O2)CO)O)O.Cl. Cell line: MCF7. Synergy scores: CSS=21.4, Synergy_ZIP=-2.49, Synergy_Bliss=0.402, Synergy_Loewe=-49.7, Synergy_HSA=-2.12. (2) Drug 1: C1CN1P(=S)(N2CC2)N3CC3. Drug 2: C1CN(CCN1C(=O)CCBr)C(=O)CCBr. Cell line: EKVX. Synergy scores: CSS=2.45, Synergy_ZIP=-4.20, Synergy_Bliss=-5.92, Synergy_Loewe=-7.46, Synergy_HSA=-6.01.